Dataset: Reaction yield outcomes from USPTO patents with 853,638 reactions. Task: Predict the reaction yield, written as a fraction of the theoretical maximum amount of product (1.0 means a 100% yield; for example, 0.34 means a 34% yield). (1) The reactants are [CH2:1]([N:3]([C:9]1[CH:10]=[N:11][O:12][C:13]=1[CH3:14])[C:4](=[O:8])[CH:5]([F:7])[F:6])[CH3:2]. The catalyst is [Pd]. The product is [NH2:11]/[CH:10]=[C:9](\[N:3]([CH2:1][CH3:2])[C:4](=[O:8])[CH:5]([F:7])[F:6])/[C:13](=[O:12])[CH3:14]. The yield is 0.330. (2) The reactants are Cl.[CH2:2]([O:4][C:5](=[O:27])[C@@H:6]([O:24][CH2:25][CH3:26])[CH2:7][C:8]1[CH:13]=[CH:12][C:11]([O:14][CH2:15][CH2:16][C:17]2[CH:22]=[CH:21][C:20]([NH2:23])=[CH:19][CH:18]=2)=[CH:10][CH:9]=1)[CH3:3].C(N(CC)CC)C.[CH2:35]([O:42][C:43](Cl)=[O:44])[C:36]1[CH:41]=[CH:40][CH:39]=[CH:38][CH:37]=1. No catalyst specified. The product is [CH2:2]([O:4][C:5](=[O:27])[C@@H:6]([O:24][CH2:25][CH3:26])[CH2:7][C:8]1[CH:13]=[CH:12][C:11]([O:14][CH2:15][CH2:16][C:17]2[CH:18]=[CH:19][C:20]([NH:23][C:43]([O:42][CH2:35][C:36]3[CH:41]=[CH:40][CH:39]=[CH:38][CH:37]=3)=[O:44])=[CH:21][CH:22]=2)=[CH:10][CH:9]=1)[CH3:3]. The yield is 0.220. (3) The reactants are Cl[C:2]1[N:7]=[C:6]([NH:8][C:9]2[CH:14]=[CH:13][CH:12]=[CH:11][C:10]=2[S:15]([CH:18]([CH3:20])[CH3:19])(=[O:17])=[O:16])[CH:5]=[CH:4][N:3]=1.[CH3:21][P:22]([C:25]1[CH:31]=[CH:30][C:28]([NH2:29])=[C:27]([O:32][CH3:33])[CH:26]=1)([CH3:24])=[O:23].Cl. The catalyst is COCCO. The product is [CH3:24][P:22]([C:25]1[CH:31]=[CH:30][C:28]([NH:29][C:2]2[N:7]=[C:6]([NH:8][C:9]3[CH:14]=[CH:13][CH:12]=[CH:11][C:10]=3[S:15]([CH:18]([CH3:20])[CH3:19])(=[O:17])=[O:16])[CH:5]=[CH:4][N:3]=2)=[C:27]([O:32][CH3:33])[CH:26]=1)([CH3:21])=[O:23]. The yield is 0.720. (4) The reactants are Br[C:2]1[CH:11]=[CH:10][C:9]2[C:4](=[CH:5][CH:6]=[C:7]([O:12][C@H:13]3[CH2:18][CH2:17][C@H:16]([C:19]([CH3:22])([CH3:21])[CH3:20])[CH2:15][CH2:14]3)[CH:8]=2)[CH:3]=1.C(P(C(C)(C)C)C1C=CC=CC=1C1C=CC=CC=1C)(C)(C)C.C(=O)([O-])[O-].[Cs+].[Cs+].COCCOC.[N+:57]([CH2:60][CH3:61])([O-:59])=[O:58]. The catalyst is C1C=CC(/C=C/C(/C=C/C2C=CC=CC=2)=O)=CC=1.C1C=CC(/C=C/C(/C=C/C2C=CC=CC=2)=O)=CC=1.[Pd]. The product is [C:19]([C@H:16]1[CH2:15][CH2:14][C@H:13]([O:12][C:7]2[CH:6]=[CH:5][C:4]3[C:9](=[CH:10][CH:11]=[C:2]([CH:60]([N+:57]([O-:59])=[O:58])[CH3:61])[CH:3]=3)[CH:8]=2)[CH2:18][CH2:17]1)([CH3:22])([CH3:21])[CH3:20]. The yield is 0.580. (5) The reactants are [NH2:1][C:2]1[CH:7]=[CH:6][CH:5]=[C:4]([CH3:8])[C:3]=1[NH:9][CH:10]1[CH2:15][CH2:14][N:13]([C:16]([O:18][CH2:19][CH3:20])=[O:17])[CH2:12][CH2:11]1.Cl[C:22](Cl)([O:24]C(=O)OC(Cl)(Cl)Cl)Cl.C(N(CC)CC)C.O. The catalyst is ClCCl. The product is [CH2:19]([O:18][C:16]([N:13]1[CH2:12][CH2:11][CH:10]([N:9]2[C:3]3[C:4]([CH3:8])=[CH:5][CH:6]=[CH:7][C:2]=3[NH:1][C:22]2=[O:24])[CH2:15][CH2:14]1)=[O:17])[CH3:20]. The yield is 0.720. (6) The yield is 0.770. The reactants are Cl[C:2]1[O:3][C:4]2[CH:10]=[C:9]([CH3:11])[CH:8]=[CH:7][C:5]=2[N:6]=1.FC(F)(F)C(O)=O.[NH:19]1[CH2:24][CH2:23][CH:22]([O:25][C:26]2[CH:31]=[CH:30][CH:29]=[CH:28][C:27]=2[NH:32][S:33]([C:36]2[CH:41]=[CH:40][CH:39]=[CH:38][N:37]=2)(=[O:35])=[O:34])[CH2:21][CH2:20]1.C(=O)(O)[O-].[Na+]. The catalyst is CCO. The product is [CH3:11][C:9]1[CH:8]=[CH:7][C:5]2[N:6]=[C:2]([N:19]3[CH2:24][CH2:23][CH:22]([O:25][C:26]4[CH:31]=[CH:30][CH:29]=[CH:28][C:27]=4[NH:32][S:33]([C:36]4[CH:41]=[CH:40][CH:39]=[CH:38][N:37]=4)(=[O:35])=[O:34])[CH2:21][CH2:20]3)[O:3][C:4]=2[CH:10]=1. (7) The reactants are [C:1]([NH:8][CH2:9][C:10]([OH:12])=O)([O:3][C:4]([CH3:7])([CH3:6])[CH3:5])=[O:2].CCN(C(C)C)C(C)C.C1C=CC2N(O)N=NC=2C=1.CCN=C=NCCCN(C)C.FC(F)(F)C(O)=O.[C:50]1([C:56]2[CH:61]=[C:60]([CH:62]3[CH2:67][CH2:66][NH:65][CH2:64][CH2:63]3)[CH:59]=[CH:58][C:57]=2[NH:68][C:69]([C:71]2[NH:72][CH:73]=[C:74]([C:76]#[N:77])[N:75]=2)=[O:70])[CH2:55][CH2:54][CH2:53][CH2:52][CH:51]=1. The catalyst is C(Cl)Cl. The product is [C:4]([O:3][C:1](=[O:2])[NH:8][CH2:9][C:10]([N:65]1[CH2:66][CH2:67][CH:62]([C:60]2[CH:59]=[CH:58][C:57]([NH:68][C:69]([C:71]3[NH:72][CH:73]=[C:74]([C:76]#[N:77])[N:75]=3)=[O:70])=[C:56]([C:50]3[CH2:55][CH2:54][CH2:53][CH2:52][CH:51]=3)[CH:61]=2)[CH2:63][CH2:64]1)=[O:12])([CH3:5])([CH3:6])[CH3:7]. The yield is 0.470. (8) The reactants are I[C:2]1[CH:3]=[CH:4][C:5]2[N:6]([CH:8]=[C:9]([NH:11][C:12]([CH:14]3[CH2:16][CH2:15]3)=[O:13])[N:10]=2)[N:7]=1.[NH:17]1[C:25]2[C:20](=[CH:21][CH:22]=[C:23]([OH:26])[CH:24]=2)[CH:19]=[CH:18]1.C(=O)([O-])[O-].[K+].[K+]. The catalyst is CN(C)C=O. The product is [NH:17]1[C:25]2[C:20](=[CH:21][CH:22]=[C:23]([O:26][C:2]3[CH:3]=[CH:4][C:5]4[N:6]([CH:8]=[C:9]([NH:11][C:12]([CH:14]5[CH2:16][CH2:15]5)=[O:13])[N:10]=4)[N:7]=3)[CH:24]=2)[CH:19]=[CH:18]1. The yield is 0.100. (9) The reactants are [NH2:1][CH2:2][CH2:3][O:4][C:5]([CH3:26])([CH3:25])[CH2:6][N:7]1[C:19]2[C:18]3[CH:17]=[CH:16][CH:15]=[CH:14][C:13]=3[N:12]=[C:11]([NH2:20])[C:10]=2[N:9]=[C:8]1[CH2:21][O:22][CH2:23][CH3:24].[C:27]1([C:33]([C:45]2[CH:50]=[CH:49][CH:48]=[CH:47][CH:46]=2)([C:39]2[CH:44]=[CH:43][CH:42]=[CH:41][CH:40]=2)[O:34][CH2:35][CH2:36][CH:37]=O)[CH:32]=[CH:31][CH:30]=[CH:29][CH:28]=1.C(O)C.[BH4-].[Na+]. The yield is 0.110. The catalyst is C(OCC)(=O)C.O. The product is [CH2:23]([O:22][CH2:21][C:8]1[N:7]([CH2:6][C:5]([CH3:25])([O:4][CH2:3][CH2:2][NH:1][CH2:37][CH2:36][CH2:35][O:34][C:33]([C:45]2[CH:50]=[CH:49][CH:48]=[CH:47][CH:46]=2)([C:27]2[CH:28]=[CH:29][CH:30]=[CH:31][CH:32]=2)[C:39]2[CH:44]=[CH:43][CH:42]=[CH:41][CH:40]=2)[CH3:26])[C:19]2[C:18]3[CH:17]=[CH:16][CH:15]=[CH:14][C:13]=3[N:12]=[C:11]([NH2:20])[C:10]=2[N:9]=1)[CH3:24]. (10) The reactants are [C:1]1([NH:7][C:8]2[CH:13]=[CH:12][CH:11]=[CH:10][CH:9]=2)[CH:6]=[CH:5][CH:4]=[CH:3][CH:2]=1.CC(C)([O-])C.[Na+].[C@@H]1(N)CCCC[C@H]1N.CCCCCCCCCCCC.I[C:41]1[CH:42]=[C:43]([CH3:48])[CH:44]=[C:45]([CH3:47])[CH:46]=1. The catalyst is [Cu]I.O1CCOCC1. The product is [CH3:47][C:45]1[CH:46]=[C:41]([N:7]([C:8]2[CH:9]=[CH:10][CH:11]=[CH:12][CH:13]=2)[C:1]2[CH:6]=[CH:5][CH:4]=[CH:3][CH:2]=2)[CH:42]=[C:43]([CH3:48])[CH:44]=1. The yield is 0.740.